Dataset: Forward reaction prediction with 1.9M reactions from USPTO patents (1976-2016). Task: Predict the product of the given reaction. (1) Given the reactants Cl.Br[C:3]1[CH:23]=[CH:22][C:6]([CH2:7][CH:8]2[C:17]3[C:12](=[CH:13][C:14]([O:20][CH3:21])=[C:15]([O:18][CH3:19])[CH:16]=3)[CH2:11][CH2:10][NH:9]2)=[CH:5][CH:4]=1.[CH3:24][C:25]1[CH:30]=[CH:29][C:28](B(O)O)=[CH:27][CH:26]=1.C1C=CC(P(C2C=CC=CC=2)C2C=CC=CC=2)=CC=1.C([O-])([O-])=O.[Na+].[Na+].O.O.[C:61]([OH:66])(=[O:65])[C:62]([OH:64])=[O:63], predict the reaction product. The product is: [C:61]([OH:66])(=[O:65])[C:62]([OH:64])=[O:63].[CH3:21][O:20][C:14]1[CH:13]=[C:12]2[C:17](=[CH:16][C:15]=1[O:18][CH3:19])[CH:8]([CH2:7][C:6]1[CH:22]=[CH:23][C:3]([C:28]3[CH:29]=[CH:30][C:25]([CH3:24])=[CH:26][CH:27]=3)=[CH:4][CH:5]=1)[NH:9][CH2:10][CH2:11]2. (2) Given the reactants Cl[C:2]1[N:11]=[C:10](Cl)[C:9]2[C:4](=[CH:5][CH:6]=[CH:7][CH:8]=2)[N:3]=1.[NH2:13][C:14]1[C:15]([CH3:20])=[CH:16][CH:17]=[CH:18][CH:19]=1.[CH3:21][C:22]1[CH:26]=[C:25]([CH3:27])[NH:24][N:23]=1, predict the reaction product. The product is: [CH3:21][C:22]1[CH:26]=[C:25]([CH3:27])[N:24]([C:2]2[N:11]=[C:10]([NH:13][C:14]3[CH:19]=[CH:18][CH:17]=[CH:16][C:15]=3[CH3:20])[C:9]3[C:4](=[CH:5][CH:6]=[CH:7][CH:8]=3)[N:3]=2)[N:23]=1. (3) Given the reactants C(OC([N:6]1[CH2:21][CH2:20][C:10]2[C:11]3[CH:12]([O:18][CH3:19])[CH2:13][CH2:14][C:15]=3[CH:16]=[CH:17][C:9]=2[CH2:8][CH2:7]1)=O)C.[OH-].[K+].O.Cl, predict the reaction product. The product is: [CH3:19][O:18][CH:12]1[C:11]2[C:10]3[CH2:20][CH2:21][NH:6][CH2:7][CH2:8][C:9]=3[CH:17]=[CH:16][C:15]=2[CH2:14][CH2:13]1. (4) Given the reactants ClC1C=C[CH:5]=[C:4]([C:8]([O:10]O)=[O:9])[CH:3]=1.FC(F)(F)S(O)(=O)=O, predict the reaction product. The product is: [CH3:5][C:4]1([CH3:3])[C:8](=[O:9])[O:10][CH2:4][C:8](=[O:9])[O:10]1. (5) Given the reactants [NH2:1][C:2]1[CH:3]=[C:4]2[C:9](=[CH:10][CH:11]=1)[N:8]=[CH:7][CH:6]=[CH:5]2.Br[C:13]1[CH:22]=[CH:21][C:20]2[C:15](=[CH:16][CH:17]=[CH:18][CH:19]=2)[CH:14]=1.CC(C)([O-])C.[Na+], predict the reaction product. The product is: [CH:19]1[C:20]2[C:15](=[CH:14][CH:13]=[CH:22][CH:21]=2)[CH:16]=[CH:17][C:18]=1[NH:1][C:2]1[CH:3]=[C:4]2[C:9](=[CH:10][CH:11]=1)[N:8]=[CH:7][CH:6]=[CH:5]2. (6) Given the reactants [O:1]([CH2:8][CH2:9][CH2:10][CH2:11][NH2:12])[C:2]1[CH:7]=[CH:6][CH:5]=[CH:4][CH:3]=1.[C:13]([N:17]1[C:21](=[O:22])[C:20](Cl)=[C:19]([C:24]2[CH:29]=[CH:28][CH:27]=[CH:26][CH:25]=2)[S:18]1(=[O:31])=[O:30])([CH3:16])([CH3:15])[CH3:14], predict the reaction product. The product is: [C:13]([N:17]1[C:21](=[O:22])[C:20]([NH:12][CH2:11][CH2:10][CH2:9][CH2:8][O:1][C:2]2[CH:7]=[CH:6][CH:5]=[CH:4][CH:3]=2)=[C:19]([C:24]2[CH:29]=[CH:28][CH:27]=[CH:26][CH:25]=2)[S:18]1(=[O:30])=[O:31])([CH3:16])([CH3:14])[CH3:15]. (7) The product is: [Cl:1][C:2]1[CH:3]=[C:4]([NH:10][C:11](=[O:12])[C:13]([OH:30])([C:24]2[CH:29]=[CH:28][CH:27]=[CH:26][CH:25]=2)[CH2:14][C:15]2[CH:23]=[CH:22][CH:21]=[C:17]([CH2:18][OH:19])[CH:16]=2)[CH:5]=[CH:6][C:7]=1[C:8]#[N:9]. Given the reactants [Cl:1][C:2]1[CH:3]=[C:4]([NH:10][C:11]([C:13]([OH:30])([C:24]2[CH:29]=[CH:28][CH:27]=[CH:26][CH:25]=2)[CH2:14][C:15]2[CH:16]=[C:17]([CH:21]=[CH:22][CH:23]=2)[C:18](O)=[O:19])=[O:12])[CH:5]=[CH:6][C:7]=1[C:8]#[N:9].C(=O)([O-])[O-].[Na+].[Na+], predict the reaction product. (8) The product is: [CH:12]1([C:15]2[O:16][C:17]3[C:18](=[C:20]([C:33]#[N:34])[C:21]([CH2:31][F:32])=[C:22]([C:25]4[CH:26]=[CH:27][CH:28]=[CH:29][CH:30]=4)[C:23]=3[N:5]3[CH2:6][CH2:7][C@H:3]([NH:2][CH3:1])[CH2:4]3)[N:19]=2)[CH2:13][CH2:14]1. Given the reactants [CH3:1][NH:2][C@H:3]1[CH2:7][CH2:6][NH:5][CH2:4]1.CS(C)=O.[CH:12]1([C:15]2[O:16][C:17]3[C:18](=[C:20]([C:33]#[N:34])[C:21]([CH2:31][F:32])=[C:22]([C:25]4[CH:30]=[CH:29][CH:28]=[CH:27][CH:26]=4)[C:23]=3F)[N:19]=2)[CH2:14][CH2:13]1.C(N(CC)CC)C, predict the reaction product.